From a dataset of Human Reference Interactome with 51,813 positive PPI pairs across 8,248 proteins, plus equal number of experimentally-validated negative pairs. Binary Classification. Given two protein amino acid sequences, predict whether they physically interact or not. (1) Protein 1 (ENSG00000133773) has sequence MAPVRRSAKWRPGGIEARGEGVSTVGYRNKNVRQKTWRPNHPQAFVGSVREGQGFAFRRKLKIQQSYKKLLRKEKKAQTSLESQFTDRYPDNLKHLYLAEEERHRKQARKVDHPLSEQVHQPLLEEQCSIDEPLFEDQCSFDQPQPEEQCIKTVNSFTIPKKNKKKTSNQKAQEEYEQIQAKRAAKKQEFERRKQEREEAQRQYKKKKMEVFKILNKKTKKGQPNLNVQMEYLLQKIQEKC*MAPVRRSAKWRPGGIEARGEGVSTVGYRNKNVRQKTWRPNHPQAFVGSVREGQGFAFR.... Protein 2 (ENSG00000221852) has sequence MTCCQTSFCGYPSFSISGTCGSSCCQPSCCETSCCQPRSCQTSFCGFPSFSTSGTCSSSCCQPSCCETSCCQPSCCETSCCQPSCCQISSCGTGCGIGGGISYGQEGSSGAVSTRIRWCRPDSRVEGTYLPPCCVVSCTPPSCCQLHHAQASCCRPSYCGQSCCRPVCCCEPTC*. Result: 0 (the proteins do not interact). (2) Protein 1 (ENSG00000206559) has sequence XWIKATFVGHYSITLKTGVQWHNLASLQHLPPRFKQFSYLSLPSSWELQPEKCKNKKKWYKSALQEACLLYGYSHEQRLEMCCLSKLQDKSETHDKVAALVKKRKQTSKNNIEKKKPKFRKRKRKAILKCSFENVYSDDALSKENRVVCETEVLLKELEQMLQQALQPTATPDESEEGHGEEINMGEKLSKCSPEAPAGSLFENHYEEDYLVIDGIKLKAGECIEDITNKFKEIDALMSEF*MDKEKLDVKIEYCNYAMDSSVENMYVNKVWVQCENENCLKWRLLSSEDSAKVDHDEPW.... Protein 2 (ENSG00000136521) has sequence MAAMSLLRRVSVTAVAALSGRPLGTRLGFGGFLTRGFPKAAAPVRHSGDHGKRLFVIRPSRFYDRRFLKLLRFYIALTGIPVAIFITLVNVFIGQAELAEIPEGYVPEHWEYYKHPISRWIARNFYDSPEKIYERTMAVLQIEAEKAELRVKELEVRKLMHVRGDGPWYYYETIDKELIDHSPKATPDN*MAAMSLLRRVSVTAVAALSGRPLGTRLGFGGFLTRGFPKAAG*MAAMSLLRRVSVTAVAALSGRPLGTRLGFGGFLTRGFPKAAGQAELAEIPEGYVPEHWEYYKHPISR.... Result: 0 (the proteins do not interact).